From a dataset of NCI-60 drug combinations with 297,098 pairs across 59 cell lines. Regression. Given two drug SMILES strings and cell line genomic features, predict the synergy score measuring deviation from expected non-interaction effect. (1) Drug 1: CNC(=O)C1=CC=CC=C1SC2=CC3=C(C=C2)C(=NN3)C=CC4=CC=CC=N4. Drug 2: C1=NNC2=C1C(=O)NC=N2. Cell line: U251. Synergy scores: CSS=15.3, Synergy_ZIP=-5.98, Synergy_Bliss=-2.06, Synergy_Loewe=-1.63, Synergy_HSA=0.437. (2) Drug 1: CN1CCC(CC1)COC2=C(C=C3C(=C2)N=CN=C3NC4=C(C=C(C=C4)Br)F)OC. Drug 2: C1=CC(=C2C(=C1NCCNCCO)C(=O)C3=C(C=CC(=C3C2=O)O)O)NCCNCCO. Cell line: OVCAR3. Synergy scores: CSS=38.9, Synergy_ZIP=2.93, Synergy_Bliss=6.32, Synergy_Loewe=5.03, Synergy_HSA=10.4. (3) Drug 1: CC1=CC2C(CCC3(C2CCC3(C(=O)C)OC(=O)C)C)C4(C1=CC(=O)CC4)C. Drug 2: CCC1(CC2CC(C3=C(CCN(C2)C1)C4=CC=CC=C4N3)(C5=C(C=C6C(=C5)C78CCN9C7C(C=CC9)(C(C(C8N6C=O)(C(=O)OC)O)OC(=O)C)CC)OC)C(=O)OC)O.OS(=O)(=O)O. Cell line: SF-295. Synergy scores: CSS=-0.562, Synergy_ZIP=4.20, Synergy_Bliss=8.72, Synergy_Loewe=4.73, Synergy_HSA=5.83. (4) Drug 1: B(C(CC(C)C)NC(=O)C(CC1=CC=CC=C1)NC(=O)C2=NC=CN=C2)(O)O. Drug 2: CC1C(C(CC(O1)OC2CC(CC3=C2C(=C4C(=C3O)C(=O)C5=CC=CC=C5C4=O)O)(C(=O)C)O)N)O. Cell line: HT29. Synergy scores: CSS=60.1, Synergy_ZIP=4.16, Synergy_Bliss=3.89, Synergy_Loewe=6.72, Synergy_HSA=7.71. (5) Drug 1: C1=CC(=CC=C1CC(C(=O)O)N)N(CCCl)CCCl.Cl. Drug 2: COCCOC1=C(C=C2C(=C1)C(=NC=N2)NC3=CC=CC(=C3)C#C)OCCOC.Cl. Cell line: HS 578T. Synergy scores: CSS=15.5, Synergy_ZIP=1.15, Synergy_Bliss=3.88, Synergy_Loewe=0.227, Synergy_HSA=0.615. (6) Drug 1: CC(CN1CC(=O)NC(=O)C1)N2CC(=O)NC(=O)C2. Drug 2: C1CN1P(=S)(N2CC2)N3CC3. Cell line: TK-10. Synergy scores: CSS=13.9, Synergy_ZIP=-5.69, Synergy_Bliss=-0.0373, Synergy_Loewe=0.103, Synergy_HSA=0.545. (7) Drug 1: CN(C)N=NC1=C(NC=N1)C(=O)N. Drug 2: CC1=C(C=C(C=C1)C(=O)NC2=CC(=CC(=C2)C(F)(F)F)N3C=C(N=C3)C)NC4=NC=CC(=N4)C5=CN=CC=C5. Cell line: HT29. Synergy scores: CSS=5.69, Synergy_ZIP=0.456, Synergy_Bliss=5.22, Synergy_Loewe=-0.646, Synergy_HSA=0.436. (8) Drug 1: CCCCCOC(=O)NC1=NC(=O)N(C=C1F)C2C(C(C(O2)C)O)O. Drug 2: CC1C(C(CC(O1)OC2CC(CC3=C2C(=C4C(=C3O)C(=O)C5=CC=CC=C5C4=O)O)(C(=O)C)O)N)O. Cell line: HCC-2998. Synergy scores: CSS=59.6, Synergy_ZIP=-1.05, Synergy_Bliss=1.12, Synergy_Loewe=-44.3, Synergy_HSA=0.543.